This data is from Full USPTO retrosynthesis dataset with 1.9M reactions from patents (1976-2016). The task is: Predict the reactants needed to synthesize the given product. Given the product [CH3:1][O:2][C:3]([CH2:5][C:6]1[CH:15]=[C:14]([NH2:16])[CH:13]=[CH:12][C:7]=1[C:8]([O:10][CH3:11])=[O:9])=[O:4], predict the reactants needed to synthesize it. The reactants are: [CH3:1][O:2][C:3]([CH2:5][C:6]1[CH:15]=[C:14]([N+:16]([O-])=O)[CH:13]=[CH:12][C:7]=1[C:8]([O:10][CH3:11])=[O:9])=[O:4].[H][H].